From a dataset of Reaction yield outcomes from USPTO patents with 853,638 reactions. Predict the reaction yield, written as a fraction of the theoretical maximum amount of product (1.0 means a 100% yield; for example, 0.34 means a 34% yield). (1) The reactants are [OH:1][C:2]1[CH:3]=[C:4]([CH:7]=[CH:8][C:9]=1O)[CH:5]=[O:6].[C:11](=[O:14])([O-])[O-].[K+].[K+].[CH2:17](Br)[C:18]1[CH:23]=[CH:22][CH:21]=[CH:20][CH:19]=1. The catalyst is CC(C)=O. The product is [CH2:17]([O:1][C:2]1[CH:3]=[C:4]([CH:7]=[CH:8][C:9]=1[O:14][CH2:11][C:2]1[CH:3]=[CH:4][CH:7]=[CH:8][CH:9]=1)[CH:5]=[O:6])[C:18]1[CH:23]=[CH:22][CH:21]=[CH:20][CH:19]=1. The yield is 1.04. (2) The reactants are [NH:1]1[CH2:5][CH2:4][CH:3]([OH:6])[CH2:2]1.Cl[C:8]1[C:9]2[CH:16]=[CH:15][S:14][C:10]=2[N:11]=[CH:12][N:13]=1.CCN(C(C)C)C(C)C.[N+](C1C=CC([O:35][C:36](=O)[NH:37][C:38]2[CH:43]=[CH:42][C:41]([CH:44]([CH3:46])[CH3:45])=[CH:40][CH:39]=2)=CC=1)([O-])=O.[H-].[Na+].C([O-])([O-])=O.[K+].[K+]. No catalyst specified. The product is [N:11]1[C:10]2[S:14][CH:15]=[CH:16][C:9]=2[C:8]([N:1]2[CH2:5][CH2:4][CH:3]([O:6][C:36](=[O:35])[NH:37][C:38]3[CH:43]=[CH:42][C:41]([CH:44]([CH3:45])[CH3:46])=[CH:40][CH:39]=3)[CH2:2]2)=[N:13][CH:12]=1. The yield is 0.720.